This data is from Reaction yield outcomes from USPTO patents with 853,638 reactions. The task is: Predict the reaction yield, written as a fraction of the theoretical maximum amount of product (1.0 means a 100% yield; for example, 0.34 means a 34% yield). (1) The reactants are [N:1]([CH2:4][CH2:5][CH2:6][CH2:7][CH2:8][C:9]([CH3:24])([C:18]1[CH:23]=[CH:22][CH:21]=[CH:20][CH:19]=1)[CH2:10][O:11]C1CCCCO1)=[C:2]=[O:3].[NH2:25][CH2:26][CH2:27][CH2:28][CH2:29][CH2:30][C:31]([CH3:40])([C:34]1[CH:39]=[CH:38][CH:37]=[CH:36][CH:35]=1)[CH2:32][OH:33]. The catalyst is C(Cl)Cl. The product is [OH:33][CH2:32][C:31]([CH3:40])([C:34]1[CH:35]=[CH:36][CH:37]=[CH:38][CH:39]=1)[CH2:30][CH2:29][CH2:28][CH2:27][CH2:26][NH:25][C:2]([NH:1][CH2:4][CH2:5][CH2:6][CH2:7][CH2:8][C:9]([C:18]1[CH:19]=[CH:20][CH:21]=[CH:22][CH:23]=1)([CH3:24])[CH2:10][OH:11])=[O:3]. The yield is 1.26. (2) The reactants are [F:1][CH:2]([C:4]1[N:9]=[C:8]([CH2:10][CH2:11][CH3:12])[NH:7][C:6](=[O:13])[CH:5]=1)[CH3:3].Br[CH2:15][C:16]1[CH:21]=[CH:20][C:19]([C:22]2[C:23]([C:28]#[N:29])=[CH:24][CH:25]=[CH:26][CH:27]=2)=[CH:18][CH:17]=1.C(=O)([O-])[O-].[K+].[K+]. The catalyst is C(#N)C.C(OCC)(=O)C. The product is [F:1][CH:2]([C:4]1[N:9]=[C:8]([CH2:10][CH2:11][CH3:12])[N:7]([CH2:15][C:16]2[CH:17]=[CH:18][C:19]([C:22]3[C:23]([C:28]#[N:29])=[CH:24][CH:25]=[CH:26][CH:27]=3)=[CH:20][CH:21]=2)[C:6](=[O:13])[CH:5]=1)[CH3:3]. The yield is 0.430. (3) The reactants are [Cl:1][C:2]1[N:7]=[C:6]([C:8](O)=[O:9])[CH:5]=[C:4]([C:11]2[N:12]([CH3:16])[N:13]=[CH:14][CH:15]=2)[N:3]=1.[Cl-].[NH4+:18]. No catalyst specified. The product is [Cl:1][C:2]1[N:7]=[C:6]([C:8]([NH2:18])=[O:9])[CH:5]=[C:4]([C:11]2[N:12]([CH3:16])[N:13]=[CH:14][CH:15]=2)[N:3]=1. The yield is 0.960. (4) The reactants are [S:1]1([CH2:7][CH:6]=[CH:5][CH2:4]1)(=[O:3])=[O:2].[C:8]1([NH:14][NH2:15])[CH:13]=[CH:12][CH:11]=[CH:10][CH:9]=1.[OH-].[K+]. No catalyst specified. The product is [C:8]1([N:14]([CH:5]2[CH2:6][CH2:7][S:1](=[O:3])(=[O:2])[CH2:4]2)[NH2:15])[CH:13]=[CH:12][CH:11]=[CH:10][CH:9]=1. The yield is 0.530. (5) The reactants are [Br:1][CH2:2][CH2:3][CH2:4][CH3:5].[CH3:6][N:7]1[CH:11]=[CH:10][N:9]=[CH:8]1. No catalyst specified. The product is [Br-:1].[CH2:2]([N+:9]1[CH:10]=[CH:11][N:7]([CH3:6])[CH:8]=1)[CH2:3][CH2:4][CH3:5]. The yield is 0.930. (6) The reactants are CC(OC([N:8](C(OC(C)(C)C)=O)[C:9]1[CH:19]=[C:18]([CH:20](Br)Br)[C:17]([Br:23])=[CH:16][C:10]=1[C:11]([O:13][CH2:14][CH3:15])=[O:12])=O)(C)C.CC(OC(N(C(OC(C)(C)C)=O)C1C=C(C=O)C(Br)=CC=1C(OCC)=O)=O)(C)C.CC(OC(NC1C=C(C=O)C(Br)=CC=1C(OCC)=O)=O)(C)C.[CH2:82]([OH:85])[CH2:83][OH:84].C1(C)C=CC(S(O)(=O)=O)=CC=1.C(=O)(O)[O-].[Na+]. The catalyst is O.CC(C)=O.C1(C)C=CC=CC=1.[N+]([O-])([O-])=O.[Ag+]. The product is [NH2:8][C:9]1[CH:19]=[C:18]([CH:20]2[O:85][CH2:82][CH2:83][O:84]2)[C:17]([Br:23])=[CH:16][C:10]=1[C:11]([O:13][CH2:14][CH3:15])=[O:12]. The yield is 0.340. (7) The reactants are [OH:1][CH2:2][CH2:3][NH:4][CH:5]1[C:13]2[C:8](=[C:9]([C:14]3[N:18]=[C:17]([C:19]4[CH:20]=[CH:21][C:22]([O:27]C(C)C)=[C:23]([CH:26]=4)[C:24]#[N:25])[O:16][N:15]=3)[CH:10]=[CH:11][CH:12]=2)[CH2:7][CH2:6]1.B(Cl)(Cl)Cl. The catalyst is ClCCCl. The product is [OH:27][C:22]1[CH:21]=[CH:20][C:19]([C:17]2[O:16][N:15]=[C:14]([C:9]3[CH:10]=[CH:11][CH:12]=[C:13]4[C:8]=3[CH2:7][CH2:6][CH:5]4[NH:4][CH2:3][CH2:2][OH:1])[N:18]=2)=[CH:26][C:23]=1[C:24]#[N:25]. The yield is 0.670. (8) The reactants are Cl[C:2]1[CH:7]=[C:6]([O:8][C:9]2[C:10]([CH3:18])=[N:11][C:12]([N+:15]([O-:17])=[O:16])=[CH:13][CH:14]=2)[CH:5]=[CH:4][N:3]=1.C([Sn](CCCC)(CCCC)[C:24]1[S:28][CH:27]=[N:26][CH:25]=1)CCC.CCOC(C)=O.[F-].[K+]. The catalyst is C1(C)C=CC=CC=1.C1C=CC([P]([Pd]([P](C2C=CC=CC=2)(C2C=CC=CC=2)C2C=CC=CC=2)([P](C2C=CC=CC=2)(C2C=CC=CC=2)C2C=CC=CC=2)[P](C2C=CC=CC=2)(C2C=CC=CC=2)C2C=CC=CC=2)(C2C=CC=CC=2)C2C=CC=CC=2)=CC=1. The product is [CH3:18][C:10]1[C:9]([O:8][C:6]2[CH:5]=[CH:4][N:3]=[C:2]([C:24]3[S:28][CH:27]=[N:26][CH:25]=3)[CH:7]=2)=[CH:14][CH:13]=[C:12]([N+:15]([O-:17])=[O:16])[N:11]=1. The yield is 0.650.